The task is: Regression/Classification. Given a drug SMILES string, predict its toxicity properties. Task type varies by dataset: regression for continuous values (e.g., LD50, hERG inhibition percentage) or binary classification for toxic/non-toxic outcomes (e.g., AMES mutagenicity, cardiotoxicity, hepatotoxicity). Dataset: ld50_zhu.. This data is from Acute oral toxicity (LD50) regression data from Zhu et al.. (1) The molecule is OC(CCl)CNc1ccccc1NCC(O)CCl. The rat oral LD50 is 2.51, given as -log10 of the dose in mol/kg body weight (higher means more acutely toxic). (2) The molecule is CC(CO)Oc1ccccc1. The rat oral LD50 is 1.73, given as -log10 of the dose in mol/kg body weight (higher means more acutely toxic). (3) The compound is Clc1cc(Cl)cc(Cl)c1. The rat oral LD50 is 2.36, given as -log10 of the dose in mol/kg body weight (higher means more acutely toxic). (4) The compound is CC(C)OCCCO. The rat oral LD50 is 1.47, given as -log10 of the dose in mol/kg body weight (higher means more acutely toxic). (5) The drug is CCSC(=O)N1CCCCCC1. The rat oral LD50 is 2.71, given as -log10 of the dose in mol/kg body weight (higher means more acutely toxic). (6) The drug is CCCOP(=S)(OC)SCN1C(=O)c2ccccc2C1=O. The rat oral LD50 is 3.58, given as -log10 of the dose in mol/kg body weight (higher means more acutely toxic). (7) The compound is OCCI. The rat oral LD50 is 3.54, given as -log10 of the dose in mol/kg body weight (higher means more acutely toxic).